This data is from Forward reaction prediction with 1.9M reactions from USPTO patents (1976-2016). The task is: Predict the product of the given reaction. (1) Given the reactants [Cl:1][C:2]1[CH:3]=[C:4]([CH:9]=[CH:10][C:11]=1[N:12]=[O:13])[C:5]([O:7][CH3:8])=[O:6].[CH2:14]=[CH:15][CH:16]=[CH2:17], predict the reaction product. The product is: [Cl:1][C:2]1[CH:3]=[C:4]([CH:9]=[CH:10][C:11]=1[N:12]1[CH2:17][CH:16]=[CH:15][CH2:14][O:13]1)[C:5]([O:7][CH3:8])=[O:6]. (2) Given the reactants [N+:1]([C:4]1[CH:9]=[CH:8][C:7]([C:10]2[CH:18]=[C:17]3[C:13]([C:14]([C:19](O)=[O:20])=[N:15][NH:16]3)=[CH:12][CH:11]=2)=[CH:6][CH:5]=1)([O-:3])=[O:2].Cl.CN.C1C=CC2N(O)N=[N:31][C:29]=2C=1.C(N(CC)CC)C.CCN=C=NCCCN(C)C.C(=O)(O)[O-].[Na+], predict the reaction product. The product is: [CH3:29][NH:31][C:19]([C:14]1[C:13]2[C:17](=[CH:18][C:10]([C:7]3[CH:8]=[CH:9][C:4]([N+:1]([O-:3])=[O:2])=[CH:5][CH:6]=3)=[CH:11][CH:12]=2)[NH:16][N:15]=1)=[O:20]. (3) The product is: [Cl:24][C:22]1[N:21]=[CH:20][C:19]2[C@:15]3([C@H:26]([CH2:28][C:29]([CH3:32])([CH3:31])[CH3:30])[N:27]4[CH2:47][N:10]([C:7]5[CH:8]=[CH:9][C:4]([C:1]([NH2:2])=[O:3])=[CH:5][C:6]=5[O:41][CH3:42])[C:11](=[O:12])[C@H:13]4[C@@H:14]3[C:33]3[CH:38]=[CH:37][CH:36]=[C:35]([Cl:39])[C:34]=3[F:40])[C:16](=[O:25])[N:17]([CH2:43][OH:45])[C:18]=2[CH:23]=1. Given the reactants [C:1]([C:4]1[CH:9]=[CH:8][C:7]([NH:10][C:11]([C@@H:13]2[NH:27][C@@H:26]([CH2:28][C:29]([CH3:32])([CH3:31])[CH3:30])[C@:15]3([C:19]4[CH:20]=[N:21][C:22]([Cl:24])=[CH:23][C:18]=4[NH:17][C:16]3=[O:25])[C@H:14]2[C:33]2[CH:38]=[CH:37][CH:36]=[C:35]([Cl:39])[C:34]=2[F:40])=[O:12])=[C:6]([O:41][CH3:42])[CH:5]=1)(=[O:3])[NH2:2].[C:43](O)(=[O:45])C.[CH2:47]=O.[OH-].[Na+], predict the reaction product. (4) Given the reactants C(Cl)(=O)C(Cl)=O.CS(C)=O.[C:11]([O:15][C:16]([N:18]1[CH2:23][CH2:22][N:21]([C:24]([O:26][CH2:27][C:28]2[CH:33]=[CH:32][CH:31]=[CH:30][CH:29]=2)=[O:25])[CH2:20][C@H:19]1[CH2:34][OH:35])=[O:17])([CH3:14])([CH3:13])[CH3:12].[Cl-].[NH4+], predict the reaction product. The product is: [C:11]([O:15][C:16]([N:18]1[CH2:23][CH2:22][N:21]([C:24]([O:26][CH2:27][C:28]2[CH:29]=[CH:30][CH:31]=[CH:32][CH:33]=2)=[O:25])[CH2:20][C@@H:19]1[CH:34]=[O:35])=[O:17])([CH3:14])([CH3:13])[CH3:12]. (5) Given the reactants Cl[C:2]([O:4][CH2:5][C:6]1[CH:11]=[CH:10][CH:9]=[CH:8][CH:7]=1)=[O:3].[O:12]=[C:13]1[N:17]([CH:18]2[CH2:23][CH2:22][N:21]([CH:24]3[CH2:28][CH2:27][N:26]([C:29]([O:31][C:32]([CH3:35])([CH3:34])[CH3:33])=[O:30])[CH2:25]3)[CH2:20][CH2:19]2)[C:16]2[CH:36]=[CH:37][CH:38]=[CH:39][C:15]=2[NH:14]1.C(N(C(C)C)CC)(C)C, predict the reaction product. The product is: [C:32]([O:31][C:29]([N:26]1[CH2:27][CH2:28][CH:24]([N:21]2[CH2:22][CH2:23][CH:18]([N:17]3[C:16]4[CH:36]=[CH:37][CH:38]=[CH:39][C:15]=4[N:14]([C:2]([O:4][CH2:5][C:6]4[CH:11]=[CH:10][CH:9]=[CH:8][CH:7]=4)=[O:3])[C:13]3=[O:12])[CH2:19][CH2:20]2)[CH2:25]1)=[O:30])([CH3:35])([CH3:33])[CH3:34]. (6) Given the reactants [Br:1][C:2]1[CH:7]=[CH:6][CH:5]=[CH:4][C:3]=1[C:8](=O)[CH2:9][CH2:10][CH2:11][CH2:12][N:13]1[CH2:18][CH2:17][CH:16]([C:19]2[CH:20]=[C:21]([NH:25][C:26](=[O:30])[CH:27]([CH3:29])[CH3:28])[CH:22]=[CH:23][CH:24]=2)[CH2:15][CH2:14]1.Cl.[C:33]1([NH:43]N)[C:42]2[C:37](=[CH:38][CH:39]=[CH:40][CH:41]=2)[CH:36]=[CH:35][CH:34]=1, predict the reaction product. The product is: [Br:1][C:2]1[CH:7]=[CH:6][CH:5]=[CH:4][C:3]=1[C:8]1[NH:43][C:33]2[C:34]([C:9]=1[CH2:10][CH2:11][CH2:12][N:13]1[CH2:18][CH2:17][CH:16]([C:19]3[CH:20]=[C:21]([NH:25][C:26](=[O:30])[CH:27]([CH3:29])[CH3:28])[CH:22]=[CH:23][CH:24]=3)[CH2:15][CH2:14]1)=[CH:35][CH:36]=[C:37]1[CH:38]=[CH:39][CH:40]=[CH:41][C:42]=21. (7) Given the reactants [N:1]1[CH:6]=[CH:5][N:4]=[CH:3][C:2]=1[C:7]([OH:9])=O.C(Cl)(=O)C(Cl)=O.CN(C)C=O.Cl.[CH3:22][NH:23][O:24][CH3:25].C(N(CC)CC)C, predict the reaction product. The product is: [CH3:25][O:24][N:23]([CH3:22])[C:7]([C:2]1[CH:3]=[N:4][CH:5]=[CH:6][N:1]=1)=[O:9].